The task is: Regression/Classification. Given a drug SMILES string, predict its absorption, distribution, metabolism, or excretion properties. Task type varies by dataset: regression for continuous measurements (e.g., permeability, clearance, half-life) or binary classification for categorical outcomes (e.g., BBB penetration, CYP inhibition). Dataset: pgp_broccatelli.. This data is from P-glycoprotein inhibition data for predicting drug efflux from Broccatelli et al.. (1) The compound is CNS(=O)(=O)Cc1ccc2[nH]cc(CCN(C)C)c2c1. The result is 0 (non-inhibitor). (2) The molecule is Fc1ccc(C(OCCN2CCN(CCCc3ccccc3)CC2)c2ccc(F)cc2)cc1. The result is 1 (inhibitor). (3) The drug is O=c1cc(-c2ccc(OCCOCCOCCOCCO)cc2)oc2cc(O)cc(O)c12. The result is 1 (inhibitor). (4) The molecule is CCCCCCC[C@H]1OC(=O)C[C@@H](O)[C@H](Cc2ccccc2)N(C)C(=O)C(C)(C)OC(=O)[C@H]1C. The result is 1 (inhibitor). (5) The compound is CCOC(=O)C1=C(C)NC(C)=C(C(=O)OC)[C@H]1c1cccc([N+](=O)[O-])c1. The result is 1 (inhibitor). (6) The compound is COc1ccc(CCN2CCC(Nc3nc4ccccc4n3Cc3ccc(F)cc3)CC2)cc1. The result is 1 (inhibitor). (7) The result is 1 (inhibitor). The compound is COc1cccc(CCc2ccccc2OCCCCN2CCN(c3ccccc3OC)CC2)c1. (8) The drug is CCCOc1c(O)cc2oc(-c3ccccc3)cc(=O)c2c1O. The result is 1 (inhibitor).